From a dataset of Reaction yield outcomes from USPTO patents with 853,638 reactions. Predict the reaction yield, written as a fraction of the theoretical maximum amount of product (1.0 means a 100% yield; for example, 0.34 means a 34% yield). No catalyst specified. The yield is 0.640. The product is [F:1][C:2]1[CH:3]=[C:4]([CH:8]=[CH:9][C:10]=1[O:11][C:12]([F:13])([F:14])[F:15])[C:5]([O:7][CH2:25][CH3:26])=[O:6]. The reactants are [F:1][C:2]1[CH:3]=[C:4]([CH:8]=[CH:9][C:10]=1[O:11][C:12]([F:15])([F:14])[F:13])[C:5]([OH:7])=[O:6].S(Cl)(Cl)=O.C(=O)(O)[O-].[Na+].[CH2:25](O)[CH3:26].